Regression. Given a target protein amino acid sequence and a drug SMILES string, predict the binding affinity score between them. We predict pIC50 (pIC50 = -log10(IC50 in M); higher means more potent). Dataset: bindingdb_ic50. From a dataset of Drug-target binding data from BindingDB using IC50 measurements. (1) The drug is CN1CCN(CCCN2c3ccccc3Sc3ccc(C(F)(F)F)cc32)CC1. The target protein (P00697) has sequence MKALLVLGFLLLSASVQAKIYERCQFARTLKRNGMSGYYGVSLADWVCLAQHESNYNTQARNYNPGDQSTDYGIFQINSRYWCNDGKTPRAKNACGIPCSALLQDDITQAIQCAKRVVRDPQGIRAWVAWQRHCKNRDLSGYIRNCGV. The pIC50 is 5.0. (2) The compound is COc1cc(/C=C/C(=O)c2ccc(NC(=O)CN3CCN(c4cc5c(cc4F)c(=O)c(C(=O)NN)cn5C4CC4)CC3)cc2)cc(OC)c1OC. The target protein (P14916) has sequence MKLTPKELDKLMLHYAGELAKKRKEKGIKLNYVEAVALISAHIMEEARAGKKTAAELMQEGRTLLKPDDVMDGVASMIHEVGIEAMFPDGTKLVTVHTPIEANGKLVPGELFLKNEDITINEGKKAVSVKVKNVGDRPVQIGSHFHFFEVNRCLDFDREKTFGKRLDIASGTAVRFEPGEEKSVELIDIGGNRRIFGFNALVDRQADNESKKIALHRAKERGFHGAKSDDNYVKTIKE. The pIC50 is 3.0. (3) The small molecule is O=c1oc2c(O)c(O)c(O)c3c(=O)oc4c(O)c(O)cc1c4c23. The target protein (Q8MU52) has sequence MGDNIVLYYFDARGKAELIRLIFAYLGIEYTDKRFGVNGDAFVEFKNFKKEKDTPFEQVPILQIGDLILAQSQAIVRYLSKKYNICGESELNEFYADMIFCGVQDIHYKFNNTNLFKQNETTFLNEDLPKWSGYFEKLLKKNHTNNNNDKYYFVGNNLTYADLAVFNLYDDIETKYPSSLKNFPLLKAHNEFISNLPNIKNYITNRKESVY. The pIC50 is 4.5. (4) The drug is CN(C)C[C@H](O)Cn1c2ccc(Br)cc2c2cc(Br)ccc21. The target protein (O08816) has sequence MSSGQQPPRRVTNVGSLLLTPQENESLFSFLGKKCVTMSSAVVQLYAADRNCMWSKKCSGVACLVKDNPQRSYFLRIFDIKDGKLLWEQELYNNFVYNSPRGYFHTFAGDTCQVALNFANEEEAKKFRKAVTDLLGRRQRKSEKRRDAPNGPNLPMATVDIKNPEITTNRFYSSQVNNISHTKEKKKGKAKKKRLTKADIGTPSNFQHIGHVGWDPNTGFDLNNLDPELKNLFDMCGISEAQLKDRETSKVIYDFIEKTGGVEAVKNELRRQAPPPPPPSRGGPPPPPPPPHSSGPPPPPARGRGAPPPPPSRAPTAAPPPPPPSRPGVVVPPPPPNRMYPPPPPALPSSAPSGPPPPPPLSMAGSTAPPPPPPPPPPPGPPPPPGLPSDGDHQVPASSGNKAALLDQIREGAQLKKVEQNSRPVSCSGRDALLDQIRQGIQLKSVSDGQESTPPTPAPTSGIVGALMEVMQKRSKAIHSSDEDEDDDDEEDFQDDDEWE.... The pIC50 is 5.4. (5) The drug is C[n+]1cccc2cc(NC(=O)c3ccc4ccc5ccc(C(=O)Nc6ccc7c(ccc[n+]7C)c6)nc5c4n3)ccc21. The target protein (P27296) has sequence MALTAALKAQIAAWYKALQEQIPDFIPRAPQRQMIADVAKTLAGEEGRHLAIEAPTGVGKTLSYLIPGIAIAREEQKTLVVSTANVALQDQIYSKDLPLLKKIIPDLKFTAAFGRGRYVCPRNLTALASTEPTQQDLLAFLDDELTPNNQEEQKRCAKLKGDLDTYKWDGLRDHTDIAIDDDLWRRLSTDKASCLNRNCYYYRECPFFVARREIQEAEVVVANHALVMAAMESEAVLPDPKNLLLVLDEGHHLPDVARDALEMSAEITAPWYRLQLDLFTKLVATCMEQFRPKTIPPLAIPERLNAHCEELYELIASLNNILNLYMPAGQEAEHRFAMGELPDEVLEICQRLAKLTEMLRGLAELFLNDLSEKTGSHDIVRLHRLILQMNRALGMFEAQSKLWRLASLAQSSGAPVTKWATREEREGQLHLWFHCVGIRVSDQLERLLWRSIPHIIVTSATLRSLNSFSRLQEMSGLKEKAGDRFVALDSPFNHCEQGKI.... The pIC50 is 7.2.